Dataset: Full USPTO retrosynthesis dataset with 1.9M reactions from patents (1976-2016). Task: Predict the reactants needed to synthesize the given product. (1) Given the product [C:1]([O:5][C:6]([N:8]1[CH2:15][CH2:14][CH2:13][C@H:9]1[C:10]([O:12][CH3:17])=[O:11])=[O:7])([CH3:4])([CH3:2])[CH3:3], predict the reactants needed to synthesize it. The reactants are: [C:1]([O:5][C:6]([N:8]1[CH2:15][CH2:14][CH2:13][C@H:9]1[C:10]([OH:12])=[O:11])=[O:7])([CH3:4])([CH3:3])[CH3:2].I[CH3:17].[H-].[Na+]. (2) Given the product [Cl:1][C:2]1[CH:18]=[C:17]([F:19])[C:16]([F:20])=[CH:15][C:3]=1[C:4]([NH:6][C:7]1[NH:11][N:10]=[C:9]([C:12]([O:14][N:23]2[C:27]3[CH:28]=[CH:29][CH:30]=[CH:31][C:26]=3[N:25]=[N:24]2)=[O:13])[CH:8]=1)=[O:5], predict the reactants needed to synthesize it. The reactants are: [Cl:1][C:2]1[CH:18]=[C:17]([F:19])[C:16]([F:20])=[CH:15][C:3]=1[C:4]([NH:6][C:7]1[NH:11][N:10]=[C:9]([C:12]([OH:14])=[O:13])[CH:8]=1)=[O:5].O.O[N:23]1[C:27]2[CH:28]=[CH:29][CH:30]=[CH:31][C:26]=2[N:25]=[N:24]1.CCN=C=NCCCN(C)C.Cl.O. (3) Given the product [F:1][C:2]1[CH:3]=[C:4]([CH:14]([NH:16][C:17]([C:19]2[N:20]=[C:21]([O:33][C:29]3[CH:28]=[C:27]([C:26]([F:34])([F:25])[F:35])[CH:32]=[CH:31][N:30]=3)[O:22][CH:23]=2)=[O:18])[CH3:15])[CH:5]=[C:6]([F:13])[C:7]=1[NH:8][S:9]([CH3:12])(=[O:11])=[O:10], predict the reactants needed to synthesize it. The reactants are: [F:1][C:2]1[CH:3]=[C:4]([CH:14]([NH:16][C:17]([C:19]2[N:20]=[C:21](Cl)[O:22][CH:23]=2)=[O:18])[CH3:15])[CH:5]=[C:6]([F:13])[C:7]=1[NH:8][S:9]([CH3:12])(=[O:11])=[O:10].[F:25][C:26]([F:35])([F:34])[C:27]1[CH:32]=[CH:31][N:30]=[C:29]([OH:33])[CH:28]=1. (4) Given the product [CH2:1]([NH:8][C:9]([NH:12][CH2:13][C:14]1[CH:22]=[CH:21][CH:20]=[C:19]2[C:15]=1[CH2:16][N:17]([CH:24]1[CH2:29][CH2:28][C:27](=[O:30])[NH:26][C:25]1=[O:31])[C:18]2=[O:23])=[O:10])[C:2]1[CH:7]=[CH:6][CH:5]=[CH:4][CH:3]=1, predict the reactants needed to synthesize it. The reactants are: [CH2:1]([N:8]=[C:9]=[O:10])[C:2]1[CH:7]=[CH:6][CH:5]=[CH:4][CH:3]=1.Cl.[NH2:12][CH2:13][C:14]1[CH:22]=[CH:21][CH:20]=[C:19]2[C:15]=1[CH2:16][N:17]([CH:24]1[CH2:29][CH2:28][C:27](=[O:30])[NH:26][C:25]1=[O:31])[C:18]2=[O:23].C(N(CC)CC)C. (5) Given the product [Cl:21][C:22]1[CH:23]=[C:24]([NH:29][C:30]([CH:4]2[C:5](=[O:12])[CH:6]3[C:9]([CH3:10])([CH3:11])[C@@:2]([CH3:1])([CH2:8][CH2:7]3)[C:3]2=[O:13])=[O:31])[CH:25]=[CH:26][C:27]=1[Cl:28], predict the reactants needed to synthesize it. The reactants are: [CH3:1][C@:2]12[C:9]([CH3:11])([CH3:10])[CH:6]([CH2:7][CH2:8]1)[C:5](=[O:12])[CH2:4][C:3]2=[O:13].C(N(CC)CC)C.[Cl:21][C:22]1[CH:23]=[C:24]([N:29]=[C:30]=[O:31])[CH:25]=[CH:26][C:27]=1[Cl:28].Cl. (6) Given the product [NH2:1][C:2]1[C:7]([OH:8])=[CH:6][N:5]=[C:4]([C:10]([NH:12][C@@H:13]([C:21]2[CH:26]=[CH:25][C:24]([O:27][C:28]([F:29])([F:30])[F:31])=[C:23]([F:32])[CH:22]=2)[C:14]2[C:19]([F:20])=[CH:18][CH:17]=[CH:16][N:15]=2)=[O:11])[CH:3]=1, predict the reactants needed to synthesize it. The reactants are: [NH2:1][C:2]1[C:7]([O:8]C)=[CH:6][N:5]=[C:4]([C:10]([NH:12][C@@H:13]([C:21]2[CH:26]=[CH:25][C:24]([O:27][C:28]([F:31])([F:30])[F:29])=[C:23]([F:32])[CH:22]=2)[C:14]2[C:19]([F:20])=[CH:18][CH:17]=[CH:16][N:15]=2)=[O:11])[CH:3]=1.[Li+].[Cl-].CC1C=CC(S(O)(=O)=O)=CC=1.C([O-])(O)=O.[Na+]. (7) Given the product [CH3:17][C:3]1([CH3:18])[C:2](=[O:1])[CH2:6][N:5]([C:7]([O:9][CH2:10][C:11]2[CH:16]=[CH:15][CH:14]=[CH:13][CH:12]=2)=[O:8])[CH2:4]1, predict the reactants needed to synthesize it. The reactants are: [OH:1][C@H:2]1[CH2:6][N:5]([C:7]([O:9][CH2:10][C:11]2[CH:16]=[CH:15][CH:14]=[CH:13][CH:12]=2)=[O:8])[CH2:4][C:3]1([CH3:18])[CH3:17].C[N+]1([O-])CCOCC1. (8) Given the product [C:35]([O:1][C@H:2]1[CH2:23][CH2:22][C@@:21]2([CH3:24])[C@@H:4]([CH2:5][CH2:6][C@:7]3([CH3:32])[C@@H:20]2[CH2:19][CH:18]=[C:17]2[C@@:8]3([CH3:31])[CH2:9][CH2:10][C@:11]3([CH3:30])[C@H:16]2[CH2:15][C@@:14]([CH3:29])([C:25]([O:27][CH3:28])=[O:26])[CH2:13][CH2:12]3)[C:3]1([CH3:34])[CH3:33])(=[O:37])[CH3:36], predict the reactants needed to synthesize it. The reactants are: [OH:1][C@H:2]1[CH2:23][CH2:22][C@@:21]2([CH3:24])[C@@H:4]([CH2:5][CH2:6][C@:7]3([CH3:32])[C@@H:20]2[CH2:19][CH:18]=[C:17]2[C@@:8]3([CH3:31])[CH2:9][CH2:10][C@:11]3([CH3:30])[C@H:16]2[CH2:15][C@@:14]([CH3:29])([C:25]([O:27][CH3:28])=[O:26])[CH2:13][CH2:12]3)[C:3]1([CH3:34])[CH3:33].[C:35](Cl)(=[O:37])[CH3:36]. (9) The reactants are: [CH3:1][N:2]1[CH2:15][CH2:14][C:5]2[NH:6][C:7]3[CH:8]=[CH:9][C:10]([CH3:13])=[CH:11][C:12]=3[C:4]=2[CH2:3]1.[OH-].[K+].[CH3:18][C:19]1[CH:23]=[CH:22][S:21][C:20]=1[CH:24]=[CH2:25]. Given the product [CH3:1][N:2]1[CH:15]=[CH:14][C:5]2[N:6]([CH2:25][CH2:24][C:20]3[S:21][CH:22]=[CH:23][C:19]=3[CH3:18])[C:7]3[CH:8]=[CH:9][C:10]([CH3:13])=[CH:11][C:12]=3[C:4]=2[CH2:3]1, predict the reactants needed to synthesize it. (10) Given the product [O:20]=[C:6]1[C:7]2[C:12](=[CH:11][CH:10]=[CH:9][CH:8]=2)[C:22]([C:31]2[CH:26]=[CH:27][CH:28]=[CH:29][CH:30]=2)=[C:23]([CH:33]([NH:35][C:36](=[O:42])[O:37][C:38]([CH3:41])([CH3:40])[CH3:39])[CH3:34])[O:5]1, predict the reactants needed to synthesize it. The reactants are: OC(C1[O:5][C:6](=[O:20])[C:7]2[C:12](C=1C1C=CC=CC=1)=[CH:11][CH:10]=[CH:9][CH:8]=2)C.Br[C:22]1[C:31]2[C:26](=[CH:27][CH:28]=[CH:29][CH:30]=2)C(=O)O[C:23]=1[CH:33]([NH:35][C:36](=[O:42])[O:37][C:38]([CH3:41])([CH3:40])[CH3:39])[CH3:34].C1(B(O)O)C=CC=CC=1.